From a dataset of NCI-60 drug combinations with 297,098 pairs across 59 cell lines. Regression. Given two drug SMILES strings and cell line genomic features, predict the synergy score measuring deviation from expected non-interaction effect. (1) Drug 1: CC(CN1CC(=O)NC(=O)C1)N2CC(=O)NC(=O)C2. Drug 2: C1CNP(=O)(OC1)N(CCCl)CCCl. Cell line: U251. Synergy scores: CSS=24.7, Synergy_ZIP=-4.78, Synergy_Bliss=-0.370, Synergy_Loewe=-14.8, Synergy_HSA=-2.06. (2) Drug 1: CC1=C(C=C(C=C1)C(=O)NC2=CC(=CC(=C2)C(F)(F)F)N3C=C(N=C3)C)NC4=NC=CC(=N4)C5=CN=CC=C5. Drug 2: C1CCC(C(C1)N)N.C(=O)(C(=O)[O-])[O-].[Pt+4]. Cell line: UO-31. Synergy scores: CSS=8.83, Synergy_ZIP=-3.63, Synergy_Bliss=-1.05, Synergy_Loewe=-9.02, Synergy_HSA=-4.83. (3) Drug 1: C1CC(=O)NC(=O)C1N2C(=O)C3=CC=CC=C3C2=O. Drug 2: CC1C(C(CC(O1)OC2CC(CC3=C2C(=C4C(=C3O)C(=O)C5=CC=CC=C5C4=O)O)(C(=O)C)O)N)O. Cell line: HOP-92. Synergy scores: CSS=45.2, Synergy_ZIP=3.79, Synergy_Bliss=5.67, Synergy_Loewe=-32.8, Synergy_HSA=4.99. (4) Synergy scores: CSS=4.33, Synergy_ZIP=-2.97, Synergy_Bliss=-4.68, Synergy_Loewe=-4.78, Synergy_HSA=-5.73. Drug 2: CC12CCC3C(C1CCC2OP(=O)(O)O)CCC4=C3C=CC(=C4)OC(=O)N(CCCl)CCCl.[Na+]. Cell line: U251. Drug 1: CC(C)(C#N)C1=CC(=CC(=C1)CN2C=NC=N2)C(C)(C)C#N. (5) Drug 1: C#CCC(CC1=CN=C2C(=N1)C(=NC(=N2)N)N)C3=CC=C(C=C3)C(=O)NC(CCC(=O)O)C(=O)O. Drug 2: C1CN(CCN1C(=O)CCBr)C(=O)CCBr. Cell line: U251. Synergy scores: CSS=42.4, Synergy_ZIP=-3.22, Synergy_Bliss=-0.769, Synergy_Loewe=-7.44, Synergy_HSA=3.17. (6) Drug 1: COC1=C(C=C2C(=C1)N=CN=C2NC3=CC(=C(C=C3)F)Cl)OCCCN4CCOCC4. Drug 2: C(CC(=O)O)C(=O)CN.Cl. Cell line: OVCAR-8. Synergy scores: CSS=29.0, Synergy_ZIP=1.79, Synergy_Bliss=3.29, Synergy_Loewe=-34.9, Synergy_HSA=1.77. (7) Drug 1: C1CC(=O)NC(=O)C1N2CC3=C(C2=O)C=CC=C3N. Drug 2: C1CC(=O)NC(=O)C1N2C(=O)C3=CC=CC=C3C2=O. Cell line: OVCAR3. Synergy scores: CSS=0.0465, Synergy_ZIP=5.54, Synergy_Bliss=7.47, Synergy_Loewe=-2.16, Synergy_HSA=-2.65.